Dataset: Forward reaction prediction with 1.9M reactions from USPTO patents (1976-2016). Task: Predict the product of the given reaction. (1) Given the reactants [Cl:1][C:2]1[C:3]([O:12][C:13]2[CH:18]=[C:17]([OH:19])[CH:16]=[CH:15][C:14]=2[CH2:20][CH2:21][CH2:22][O:23][C:24]2[C:28]([CH2:29][C:30]([O:32]C)=[O:31])=[CH:27][N:26]([CH3:34])[N:25]=2)=[N:4][CH:5]=[C:6]([C:8]([F:11])([F:10])[F:9])[CH:7]=1.Cl[CH2:36][C:37]([N:39]([CH2:42][CH3:43])[CH2:40][CH3:41])=[O:38].C(=O)([O-])[O-].[K+].[K+].O1CCCC1CO.[OH-].[Na+].Cl, predict the reaction product. The product is: [Cl:1][C:2]1[C:3]([O:12][C:13]2[CH:18]=[C:17]([O:19][CH2:36][C:37]([N:39]([CH2:42][CH3:43])[CH2:40][CH3:41])=[O:38])[CH:16]=[CH:15][C:14]=2[CH2:20][CH2:21][CH2:22][O:23][C:24]2[C:28]([CH2:29][C:30]([OH:32])=[O:31])=[CH:27][N:26]([CH3:34])[N:25]=2)=[N:4][CH:5]=[C:6]([C:8]([F:9])([F:10])[F:11])[CH:7]=1. (2) Given the reactants [NH2:1][C:2]1[O:6][CH:5]([C:7]2[CH:12]=[CH:11][C:10]([Cl:13])=[CH:9][CH:8]=2)[C:4](=[O:14])[C:3]=1[OH:15].[C:16]1([CH2:22][S:23](Cl)(=[O:25])=[O:24])[CH:21]=[CH:20][CH:19]=[CH:18][CH:17]=1, predict the reaction product. The product is: [Cl:13][C:10]1[CH:9]=[CH:8][C:7]([CH:5]2[C:4](=[O:14])[C:3]([O:15][S:23]([CH2:22][C:16]3[CH:21]=[CH:20][CH:19]=[CH:18][CH:17]=3)(=[O:25])=[O:24])=[C:2]([NH2:1])[O:6]2)=[CH:12][CH:11]=1. (3) Given the reactants [NH:1]1[CH2:6][CH2:5][CH:4]([C:7]([OH:9])=[O:8])[CH2:3][CH2:2]1.C(=O)([O-])[O-].[K+].[K+].[C:16](O[C:16]([O:18][C:19]([CH3:22])([CH3:21])[CH3:20])=[O:17])([O:18][C:19]([CH3:22])([CH3:21])[CH3:20])=[O:17].O=CC1C=CC(O)=C(OC)C=1, predict the reaction product. The product is: [C:19]([O:18][C:16]([N:1]1[CH2:6][CH2:5][CH:4]([C:7]([OH:9])=[O:8])[CH2:3][CH2:2]1)=[O:17])([CH3:22])([CH3:21])[CH3:20]. (4) Given the reactants [CH2:1]([C:3]1[C:4]([NH:25][CH2:26][C@@H:27]([C:40]([O:42]C(C)(C)C)=[O:41])[NH:28][S:29]([C:32]2[CH:37]=[CH:36][C:35]([O:38][CH3:39])=[CH:34][CH:33]=2)(=[O:31])=[O:30])=[N:5][CH:6]=[N:7][C:8]=1[N:9]1[CH2:14][CH2:13][CH:12]([C:15]2[N:24]=[C:23]3[C:18]([CH2:19][CH2:20][CH2:21][NH:22]3)=[CH:17][CH:16]=2)[CH2:11][CH2:10]1)[CH3:2].FC(F)(F)C(O)=O.ClCCl.CO.O.C(O)(=O)C.C1(C)C=CC=CC=1, predict the reaction product. The product is: [CH2:1]([C:3]1[C:4]([NH:25][CH2:26][C@@H:27]([C:40]([OH:42])=[O:41])[NH:28][S:29]([C:32]2[CH:33]=[CH:34][C:35]([O:38][CH3:39])=[CH:36][CH:37]=2)(=[O:30])=[O:31])=[N:5][CH:6]=[N:7][C:8]=1[N:9]1[CH2:14][CH2:13][CH:12]([C:15]2[N:24]=[C:23]3[C:18]([CH2:19][CH2:20][CH2:21][NH:22]3)=[CH:17][CH:16]=2)[CH2:11][CH2:10]1)[CH3:2]. (5) Given the reactants C[O:2][C:3](=O)[CH:4]([CH:28]1[CH2:30][CH2:29]1)[O:5][C:6]1[CH:27]=[CH:26][C:9]2[C:10]3[N:14]([CH2:15][CH2:16][O:17][C:8]=2[CH:7]=1)[CH:13]=[C:12]([C:18]1[N:19]([CH:23]([CH3:25])[CH3:24])[N:20]=[CH:21][N:22]=1)[N:11]=3.[NH3:32], predict the reaction product. The product is: [CH:28]1([CH:4]([O:5][C:6]2[CH:27]=[CH:26][C:9]3[C:10]4[N:14]([CH:13]=[C:12]([C:18]5[N:19]([CH:23]([CH3:25])[CH3:24])[N:20]=[CH:21][N:22]=5)[N:11]=4)[CH2:15][CH2:16][O:17][C:8]=3[CH:7]=2)[C:3]([NH2:32])=[O:2])[CH2:29][CH2:30]1. (6) Given the reactants [N+:1]([C:4]1[CH:5]=[C:6]2[C:10](=[CH:11][CH:12]=1)[N:9]([CH:13]1[CH2:18][CH2:17][N:16]([C:19]([O:21][C:22]([CH3:25])([CH3:24])[CH3:23])=[O:20])[CH2:15][CH2:14]1)[N:8]=[CH:7]2)([O-])=O.[H][H], predict the reaction product. The product is: [NH2:1][C:4]1[CH:5]=[C:6]2[C:10](=[CH:11][CH:12]=1)[N:9]([CH:13]1[CH2:18][CH2:17][N:16]([C:19]([O:21][C:22]([CH3:25])([CH3:24])[CH3:23])=[O:20])[CH2:15][CH2:14]1)[N:8]=[CH:7]2. (7) Given the reactants [C:1]([N:4]1[C:12]2[C:7](=[CH:8][C:9]([Br:14])=[C:10]([Cl:13])[CH:11]=2)[CH:6]=[N:5]1)(=O)[CH3:2].Cl.C(=O)([O-])[O-].[K+].[K+].BrCC[CH2:25][C:26]([O:28][CH2:29][CH3:30])=[O:27], predict the reaction product. The product is: [Br:14][C:9]1[CH:8]=[C:7]2[C:12](=[CH:11][C:10]=1[Cl:13])[N:4]([CH2:1][CH2:2][CH2:25][C:26]([O:28][CH2:29][CH3:30])=[O:27])[N:5]=[CH:6]2.